This data is from Full USPTO retrosynthesis dataset with 1.9M reactions from patents (1976-2016). The task is: Predict the reactants needed to synthesize the given product. (1) Given the product [N+:8]([C:11]1[N:12]([CH2:16][C:17]([NH:32][CH2:31][C:30]([F:29])=[CH2:33])=[O:19])[CH:13]=[CH:14][N:15]=1)([O-:10])=[O:9], predict the reactants needed to synthesize it. The reactants are: CN1CCOCC1.[N+:8]([C:11]1[N:12]([CH2:16][C:17]([OH:19])=O)[CH:13]=[CH:14][N:15]=1)([O-:10])=[O:9].ClC(OCC(C)C)=O.Cl.[F:29][C:30](=[CH2:33])[CH2:31][NH2:32]. (2) Given the product [Cl:8][C:6]1[CH:5]=[C:4]2[C:3](=[CH:2][CH:7]=1)[NH:9][C:18]([CH2:17][CH2:16][OH:20])=[CH:19]2, predict the reactants needed to synthesize it. The reactants are: Br[C:2]1[CH:7]=[C:6]([Cl:8])[CH:5]=[CH:4][C:3]=1[NH:9]C(=O)C(F)(F)F.[CH2:16]([OH:20])[CH2:17][C:18]#[CH:19].C(N(CC)CC)C. (3) Given the product [CH2:1]([N:8]1[C:16]2[C:11](=[CH:12][CH:13]=[C:14]([Cl:17])[CH:15]=2)[C:10]([C:18]2[N:19]=[C:20]3[C:26]([C:27]([NH:29][CH:30]([CH3:32])[CH3:31])=[O:28])=[CH:25][NH:24][C:21]3=[N:22][CH:23]=2)=[N:9]1)[C:2]1[CH:7]=[CH:6][CH:5]=[CH:4][CH:3]=1, predict the reactants needed to synthesize it. The reactants are: [CH2:1]([N:8]1[C:16]2[C:11](=[CH:12][CH:13]=[C:14]([Cl:17])[CH:15]=2)[C:10]([C:18]2[N:19]=[C:20]3[C:26]([C:27]([NH:29][CH:30]([CH3:32])[CH3:31])=[O:28])=[CH:25][N:24](COCC[Si](C)(C)C)[C:21]3=[N:22][CH:23]=2)=[N:9]1)[C:2]1[CH:7]=[CH:6][CH:5]=[CH:4][CH:3]=1.FC(F)(F)C(O)=O.C(N)CN. (4) Given the product [CH3:8][N:9]1[CH2:10][CH2:11][N:12]([C:15]2[CH:16]=[CH:17][C:18]([NH:21][C:22]3[N:27]=[C:26]4[NH:28][N:29]=[CH:30][C:25]4=[C:24]([C:37]4[CH:38]=[C:39]([NH:43][C:44](=[O:47])[CH:45]=[CH2:46])[CH:40]=[CH:41][CH:42]=4)[N:23]=3)=[CH:19][CH:20]=2)[CH2:13][CH2:14]1, predict the reactants needed to synthesize it. The reactants are: FC(F)(F)C(O)=O.[CH3:8][N:9]1[CH2:14][CH2:13][N:12]([C:15]2[CH:20]=[CH:19][C:18]([NH:21][C:22]3[N:27]=[C:26]4[N:28](C5CCCCO5)[N:29]=[CH:30][C:25]4=[C:24]([C:37]4[CH:38]=[C:39]([NH:43][C:44](=[O:47])[CH:45]=[CH2:46])[CH:40]=[CH:41][CH:42]=4)[N:23]=3)=[CH:17][CH:16]=2)[CH2:11][CH2:10]1. (5) Given the product [CH3:1][O:2][C:3]1[CH:4]=[C:5](/[C:9](=[CH:16]\[CH3:17])/[C@H:10]([CH3:15])[CH2:11][N:12]([CH3:14])[CH3:13])[CH:6]=[CH:7][CH:8]=1, predict the reactants needed to synthesize it. The reactants are: [CH3:1][O:2][C:3]1[CH:4]=[C:5]([CH:9]([CH2:16][CH3:17])[CH:10]([CH3:15])[CH2:11][N:12]([CH3:14])[CH3:13])[CH:6]=[CH:7][CH:8]=1.Cl. (6) Given the product [N:4]1([C:5](=[O:10])[C:6]([F:7])([F:8])[F:9])[CH2:1][CH:13]=[CH:12][CH2:11]1, predict the reactants needed to synthesize it. The reactants are: [CH2:1]([N:4]([CH2:11][CH:12]=[CH2:13])[C:5](=[O:10])[C:6]([F:9])([F:8])[F:7])C=C.